This data is from Catalyst prediction with 721,799 reactions and 888 catalyst types from USPTO. The task is: Predict which catalyst facilitates the given reaction. (1) Reactant: Br[CH2:2][C:3]([C:5]1[CH:10]=[CH:9][C:8]([O:11][CH3:12])=[CH:7][CH:6]=1)=O.[C:13]([NH2:16])(=[O:15])[CH3:14]. Product: [CH3:12][O:11][C:8]1[CH:9]=[CH:10][C:5]([C:3]2[N:16]=[C:13]([CH3:14])[O:15][CH:2]=2)=[CH:6][CH:7]=1. The catalyst class is: 25. (2) Reactant: [CH3:1][S:2](Cl)(=[O:4])=[O:3].[OH:6][C@@H:7]1[CH2:11][CH2:10][N:9]([C:12](=[O:15])[CH2:13][CH3:14])[CH2:8]1.CCN(CC)CC.O. Product: [C:12]([N:9]1[CH2:10][CH2:11][C@@H:7]([O:6][S:2]([CH3:1])(=[O:4])=[O:3])[CH2:8]1)(=[O:15])[CH2:13][CH3:14]. The catalyst class is: 2. (3) Reactant: [CH3:1][O:2][N:3]=[C:4]([C@@H:6]1[CH2:8][C@H:7]1[C:9]1[CH:14]=[CH:13][CH:12]=[CH:11][C:10]=1[Cl:15])[CH3:5].C([BH3-])#N.[Na+].C(=O)([O-])O.[Na+]. Product: [Cl:15][C:10]1[CH:11]=[CH:12][CH:13]=[CH:14][C:9]=1[C@@H:7]1[CH2:8][C@H:6]1[CH:4]([NH:3][O:2][CH3:1])[CH3:5]. The catalyst class is: 15.